From a dataset of Reaction yield outcomes from USPTO patents with 853,638 reactions. Predict the reaction yield, written as a fraction of the theoretical maximum amount of product (1.0 means a 100% yield; for example, 0.34 means a 34% yield). (1) The reactants are C([O:8][C:9]1[CH:10]=[C:11]2[C:16](=[CH:17][C:18]=1[O:19][CH3:20])[N:15]=[C:14]([C:21]1[CH:26]=[CH:25][CH:24]=[C:23]([N+:27]([O-:29])=[O:28])[CH:22]=1)[NH:13][C:12]2=[O:30])C1C=CC=CC=1. The catalyst is FC(F)(F)C(O)=O. The product is [OH:8][C:9]1[CH:10]=[C:11]2[C:16](=[CH:17][C:18]=1[O:19][CH3:20])[N:15]=[C:14]([C:21]1[CH:26]=[CH:25][CH:24]=[C:23]([N+:27]([O-:29])=[O:28])[CH:22]=1)[NH:13][C:12]2=[O:30]. The yield is 0.960. (2) The reactants are Cl.[CH3:2][O:3][NH:4]OOC.[CH3:8]CN(C(C)C)C(C)C.[CH:17]1([C:21]([OH:23])=O)[CH2:20][CH2:19][CH2:18]1.C(Cl)CCl. The catalyst is C(Cl)Cl. The product is [CH3:2][O:3][N:4]([CH3:8])[C:21]([CH:17]1[CH2:20][CH2:19][CH2:18]1)=[O:23]. The yield is 0.670.